This data is from Reaction yield outcomes from USPTO patents with 853,638 reactions. The task is: Predict the reaction yield, written as a fraction of the theoretical maximum amount of product (1.0 means a 100% yield; for example, 0.34 means a 34% yield). The reactants are [CH3:1][N:2]([CH2:4][C:5]1[CH:10]=[CH:9][C:8]([CH:11]2[CH:20]([C:21]3[N:25]([CH3:26])[N:24]=[CH:23][N:22]=3)[C:19](=O)[C:18]3[C:17]([C:28]([O:30]CC)=O)=[CH:16][C:15]([F:33])=[CH:14][C:13]=3[NH:12]2)=[CH:7][CH:6]=1)[CH3:3].O.[NH2:35][NH2:36]. The catalyst is CO. The product is [CH3:3][N:2]([CH2:4][C:5]1[CH:10]=[CH:9][C:8]([CH:11]2[NH:12][C:13]3[C:18]4[C:19](=[N:35][NH:36][C:28](=[O:30])[C:17]=4[CH:16]=[C:15]([F:33])[CH:14]=3)[CH:20]2[C:21]2[N:25]([CH3:26])[N:24]=[CH:23][N:22]=2)=[CH:7][CH:6]=1)[CH3:1]. The yield is 0.300.